This data is from Full USPTO retrosynthesis dataset with 1.9M reactions from patents (1976-2016). The task is: Predict the reactants needed to synthesize the given product. Given the product [CH:9]1([N:5]2[CH2:4][CH:3]([CH2:2][OH:1])[O:7][C:6]2=[O:8])[CH2:11][CH2:13][CH2:12][CH2:10]1, predict the reactants needed to synthesize it. The reactants are: [OH:1][CH2:2][CH:3]1[O:7][C:6](=[O:8])[N:5]([CH:9]([CH3:11])[CH3:10])[CH2:4]1.[CH:12]1(N)CCC[CH2:13]1.C(N)(C)C.